From a dataset of Catalyst prediction with 721,799 reactions and 888 catalyst types from USPTO. Predict which catalyst facilitates the given reaction. Reactant: C([O:8][CH2:9][C@@H:10]([O:13][Si:14]([C:17]([CH3:20])([CH3:19])[CH3:18])([CH3:16])[CH3:15])[CH2:11][CH3:12])C1C=CC=CC=1. Product: [Si:14]([O:13][C@@H:10]([CH2:11][CH3:12])[CH2:9][OH:8])([C:17]([CH3:20])([CH3:19])[CH3:18])([CH3:15])[CH3:16]. The catalyst class is: 78.